From a dataset of Aqueous solubility values for 9,982 compounds from the AqSolDB database. Regression/Classification. Given a drug SMILES string, predict its absorption, distribution, metabolism, or excretion properties. Task type varies by dataset: regression for continuous measurements (e.g., permeability, clearance, half-life) or binary classification for categorical outcomes (e.g., BBB penetration, CYP inhibition). For this dataset (solubility_aqsoldb), we predict Y. The molecule is Cc1cc(Cc2cc(C)cc(C3(C)CCCCC3)c2O)c(O)c(C2(C)CCCCC2)c1. The Y is -8.15 log mol/L.